Dataset: Peptide-MHC class I binding affinity with 185,985 pairs from IEDB/IMGT. Task: Regression. Given a peptide amino acid sequence and an MHC pseudo amino acid sequence, predict their binding affinity value. This is MHC class I binding data. (1) The peptide sequence is PYNMRVIHF. The MHC is HLA-A26:01 with pseudo-sequence HLA-A26:01. The binding affinity (normalized) is 0.00891. (2) The binding affinity (normalized) is 0.103. The MHC is HLA-A03:01 with pseudo-sequence HLA-A03:01. The peptide sequence is GLSETGFMR. (3) The peptide sequence is RLLRMNNEN. The MHC is HLA-B35:01 with pseudo-sequence HLA-B35:01. The binding affinity (normalized) is 0.0847. (4) The peptide sequence is KYMRSGWGW. The MHC is HLA-A32:01 with pseudo-sequence HLA-A32:01. The binding affinity (normalized) is 0.262. (5) The peptide sequence is GPGHKARVL. The MHC is HLA-B45:01 with pseudo-sequence HLA-B45:01. The binding affinity (normalized) is 0. (6) The peptide sequence is LLHEVGITV. The MHC is HLA-A02:01 with pseudo-sequence HLA-A02:01. The binding affinity (normalized) is 1.00.